Task: Predict the reactants needed to synthesize the given product.. Dataset: Full USPTO retrosynthesis dataset with 1.9M reactions from patents (1976-2016) (1) Given the product [CH2:26]([NH:33][C:34](=[O:35])[N:22]([CH2:21][C:15]1[CH:16]=[C:17]([F:20])[CH:18]=[CH:19][C:14]=1[C:8]1[C:9]([O:12][CH3:13])=[CH:10][CH:11]=[C:6]([CH2:5][C:4]([OH:3])=[O:25])[CH:7]=1)[CH2:23][CH3:24])[C:27]1[CH:32]=[CH:31][CH:30]=[CH:29][CH:28]=1, predict the reactants needed to synthesize it. The reactants are: C([O:3][C:4](=[O:25])[CH2:5][C:6]1[CH:7]=[C:8]([C:14]2[CH:19]=[CH:18][C:17]([F:20])=[CH:16][C:15]=2[CH2:21][NH:22][CH2:23][CH3:24])[C:9]([O:12][CH3:13])=[CH:10][CH:11]=1)C.[CH2:26]([N:33]=[C:34]=[O:35])[C:27]1[CH:32]=[CH:31][CH:30]=[CH:29][CH:28]=1. (2) Given the product [CH2:1]([O:8][C:9]1[CH:14]=[CH:13][C:12]([CH2:15][CH2:16][N:17]([CH2:18][CH:19]2[CH2:21][CH2:20]2)[CH2:32][C:33]([NH:35][CH3:36])=[O:34])=[CH:11][C:10]=1[O:22][CH3:23])[C:2]1[CH:7]=[CH:6][CH:5]=[CH:4][CH:3]=1, predict the reactants needed to synthesize it. The reactants are: [CH2:1]([O:8][C:9]1[CH:14]=[CH:13][C:12]([CH2:15][CH2:16][NH:17][CH2:18][CH:19]2[CH2:21][CH2:20]2)=[CH:11][C:10]=1[O:22][CH3:23])[C:2]1[CH:7]=[CH:6][CH:5]=[CH:4][CH:3]=1.C(N(CC)CC)C.Cl[CH2:32][C:33]([NH:35][CH3:36])=[O:34]. (3) Given the product [CH2:32]([C:11]1[C:10]([CH2:9][NH:8][C:6](=[O:7])[O:5][C:1]([CH3:4])([CH3:3])[CH3:2])=[C:19]([C:20]2[CH:21]=[CH:22][C:23]([CH3:26])=[CH:24][CH:25]=2)[C:18]2[C:13](=[CH:14][CH:15]=[C:16]([O:27][CH2:28][C:29]([NH:39][CH3:37])=[O:31])[CH:17]=2)[N:12]=1)[CH:33]([CH3:34])[CH3:35], predict the reactants needed to synthesize it. The reactants are: [C:1]([O:5][C:6]([NH:8][CH2:9][C:10]1[C:11]([CH2:32][CH:33]([CH3:35])[CH3:34])=[N:12][C:13]2[C:18]([C:19]=1[C:20]1[CH:25]=[CH:24][C:23]([CH3:26])=[CH:22][CH:21]=1)=[CH:17][C:16]([O:27][CH2:28][C:29]([OH:31])=O)=[CH:15][CH:14]=2)=[O:7])([CH3:4])([CH3:3])[CH3:2].Cl.[CH2:37]([N:39]=C=NCCCN(C)C)C.ON1C2C=CC=CC=2N=N1.CN. (4) Given the product [CH3:8][O:9][C:10]1[CH:16]=[CH:15][C:13]([NH:14][C:3](=[O:4])[C:2]([CH3:7])([CH3:6])[CH3:1])=[C:12]([CH3:17])[CH:11]=1, predict the reactants needed to synthesize it. The reactants are: [CH3:1][C:2]([CH3:7])([CH3:6])[C:3](Cl)=[O:4].[CH3:8][O:9][C:10]1[CH:16]=[CH:15][C:13]([NH2:14])=[C:12]([CH3:17])[CH:11]=1.CCN(C(C)C)C(C)C. (5) Given the product [C:24]1([C:27]2[CH:32]=[CH:31][CH:30]=[CH:29][CH:28]=2)[CH:23]=[CH:22][C:21]([O:20][CH2:19][CH2:18][O:17][C:15]([NH:14][C:8]2[CH:9]=[CH:10][CH:11]=[C:12]([Cl:13])[C:7]=2[C:6]([OH:33])=[O:5])=[O:16])=[CH:26][CH:25]=1, predict the reactants needed to synthesize it. The reactants are: C[Si](C)(C)CC[O:5][C:6](=[O:33])[C:7]1[C:12]([Cl:13])=[CH:11][CH:10]=[CH:9][C:8]=1[NH:14][C:15]([O:17][CH2:18][CH2:19][O:20][C:21]1[CH:26]=[CH:25][C:24]([C:27]2[CH:32]=[CH:31][CH:30]=[CH:29][CH:28]=2)=[CH:23][CH:22]=1)=[O:16].[F-].C([N+](CCCC)(CCCC)CCCC)CCC.C1COCC1.Cl. (6) The reactants are: Br[C:2]1[C:6]2=[N:7][CH:8]=[CH:9][C:10]([Cl:11])=[C:5]2[S:4][CH:3]=1.[Cl:12][C:13]1[CH:18]=[C:17]([F:19])[CH:16]=[CH:15][C:14]=1B(O)O.O1CCOCC1.[O-]P([O-])([O-])=O.[K+].[K+].[K+]. Given the product [Cl:11][C:10]1[CH:9]=[CH:8][N:7]=[C:6]2[C:2]([C:14]3[CH:15]=[CH:16][C:17]([F:19])=[CH:18][C:13]=3[Cl:12])=[CH:3][S:4][C:5]=12, predict the reactants needed to synthesize it. (7) Given the product [C:9]([OH:11])(=[O:10])[C:8]1[CH:12]=[CH:13][CH:2]=[C:3]([C:4]([OH:6])=[O:5])[CH:7]=1, predict the reactants needed to synthesize it. The reactants are: C(O)(=O)[C:2]1[C:3](=[CH:7][C:8](=[CH:12][CH:13]=1)[C:9]([OH:11])=[O:10])[C:4]([OH:6])=[O:5].C(O)(=O)/C=C/C(O)=O. (8) Given the product [C:1]([NH:4][C:5]1[N:9]([CH:10]2[CH2:15][CH2:14][CH2:13][N:12]([C:16]([O:18][CH2:19][C:20]3[CH:25]=[CH:24][CH:23]=[CH:22][CH:21]=3)=[O:17])[CH2:11]2)[N:8]=[C:7]([C:26]2[CH:27]=[CH:28][C:29]([O:32][C:39]3[CH:38]=[CH:37][C:36]([Cl:35])=[CH:41][N:40]=3)=[CH:30][CH:31]=2)[C:6]=1[C:33]#[N:34])(=[O:3])[CH3:2], predict the reactants needed to synthesize it. The reactants are: [C:1]([NH:4][C:5]1[N:9]([CH:10]2[CH2:15][CH2:14][CH2:13][N:12]([C:16]([O:18][CH2:19][C:20]3[CH:25]=[CH:24][CH:23]=[CH:22][CH:21]=3)=[O:17])[CH2:11]2)[N:8]=[C:7]([C:26]2[CH:31]=[CH:30][C:29]([OH:32])=[CH:28][CH:27]=2)[C:6]=1[C:33]#[N:34])(=[O:3])[CH3:2].[Cl:35][C:36]1[CH:37]=[CH:38][C:39](F)=[N:40][CH:41]=1.C(=O)([O-])[O-].[Cs+].[Cs+].